This data is from NCI-60 drug combinations with 297,098 pairs across 59 cell lines. The task is: Regression. Given two drug SMILES strings and cell line genomic features, predict the synergy score measuring deviation from expected non-interaction effect. (1) Drug 1: CNC(=O)C1=CC=CC=C1SC2=CC3=C(C=C2)C(=NN3)C=CC4=CC=CC=N4. Drug 2: C1CC(=O)NC(=O)C1N2CC3=C(C2=O)C=CC=C3N. Cell line: SNB-75. Synergy scores: CSS=4.41, Synergy_ZIP=-2.90, Synergy_Bliss=-3.17, Synergy_Loewe=2.33, Synergy_HSA=-1.54. (2) Cell line: SF-268. Drug 1: C1CC(C1)(C(=O)O)C(=O)O.[NH2-].[NH2-].[Pt+2]. Synergy scores: CSS=15.4, Synergy_ZIP=-3.83, Synergy_Bliss=-0.820, Synergy_Loewe=-1.36, Synergy_HSA=-1.84. Drug 2: COCCOC1=C(C=C2C(=C1)C(=NC=N2)NC3=CC=CC(=C3)C#C)OCCOC.Cl. (3) Drug 1: C1CCC(C1)C(CC#N)N2C=C(C=N2)C3=C4C=CNC4=NC=N3. Drug 2: CS(=O)(=O)OCCCCOS(=O)(=O)C. Cell line: BT-549. Synergy scores: CSS=2.08, Synergy_ZIP=-0.373, Synergy_Bliss=2.48, Synergy_Loewe=-2.64, Synergy_HSA=-0.866. (4) Drug 1: C1=CC(=CC=C1CC(C(=O)O)N)N(CCCl)CCCl.Cl. Drug 2: COC1=NC(=NC2=C1N=CN2C3C(C(C(O3)CO)O)O)N. Cell line: HCC-2998. Synergy scores: CSS=7.94, Synergy_ZIP=0.908, Synergy_Bliss=5.67, Synergy_Loewe=-1.20, Synergy_HSA=0.528. (5) Drug 1: CCCCCOC(=O)NC1=NC(=O)N(C=C1F)C2C(C(C(O2)C)O)O. Drug 2: CC1=C2C(C(=O)C3(C(CC4C(C3C(C(C2(C)C)(CC1OC(=O)C(C(C5=CC=CC=C5)NC(=O)C6=CC=CC=C6)O)O)OC(=O)C7=CC=CC=C7)(CO4)OC(=O)C)O)C)OC(=O)C. Cell line: NCI-H322M. Synergy scores: CSS=6.32, Synergy_ZIP=3.00, Synergy_Bliss=-2.24, Synergy_Loewe=-28.3, Synergy_HSA=-8.80.